Dataset: Forward reaction prediction with 1.9M reactions from USPTO patents (1976-2016). Task: Predict the product of the given reaction. Given the reactants [C:1]([C:3]1[NH:7][C:6]([C:8]2[CH:13]=[CH:12][C:11]([NH:14][S:15]([CH2:18][CH3:19])(=[O:17])=[O:16])=[CH:10][CH:9]=2)=[CH:5][CH:4]=1)#[N:2].[CH3:20][C:21](C)([O-])[CH3:22].[K+].C(Br)C=C, predict the reaction product. The product is: [CH2:22]([N:7]1[C:3]([C:1]#[N:2])=[CH:4][CH:5]=[C:6]1[C:8]1[CH:9]=[CH:10][C:11]([NH:14][S:15]([CH2:18][CH3:19])(=[O:17])=[O:16])=[CH:12][CH:13]=1)[CH:21]=[CH2:20].